This data is from Peptide-MHC class II binding affinity with 134,281 pairs from IEDB. The task is: Regression. Given a peptide amino acid sequence and an MHC pseudo amino acid sequence, predict their binding affinity value. This is MHC class II binding data. (1) The peptide sequence is EKKYFAATQFEPLAK. The MHC is HLA-DPA10103-DPB10401 with pseudo-sequence HLA-DPA10103-DPB10401. The binding affinity (normalized) is 0.823. (2) The peptide sequence is AAAAGWQTLSAALDA. The MHC is HLA-DPA10201-DPB10501 with pseudo-sequence HLA-DPA10201-DPB10501. The binding affinity (normalized) is 0.0480. (3) The peptide sequence is DVPDYASLRSLVASS. The MHC is DRB5_0101 with pseudo-sequence DRB5_0101. The binding affinity (normalized) is 0.511.